This data is from Full USPTO retrosynthesis dataset with 1.9M reactions from patents (1976-2016). The task is: Predict the reactants needed to synthesize the given product. (1) Given the product [CH3:1][C:2]1[CH:10]=[C:9]([CH2:11][N:12]2[C:16]([CH3:19])=[CH:15][N:14]=[CH:13]2)[CH:8]=[C:7]2[C:3]=1[CH2:4][CH2:5][C:6]2=[O:18], predict the reactants needed to synthesize it. The reactants are: [CH3:1][C:2]1[CH:10]=[C:9]([CH2:11][N:12]2[CH:16]=[C:15](C)[N:14]=[CH:13]2)[CH:8]=[C:7]2[C:3]=1[CH2:4][CH2:5][C:6]2=[O:18].[CH3:19]C1N=CNC=1.CN1CCNCC1.CN(C=O)C. (2) Given the product [OH:4][CH2:5][C:6]1[N:7]=[C:8]([C:13]2[CH:18]=[CH:17][CH:16]=[CH:15][CH:14]=2)[O:9][C:10]=1[CH:11]=[O:12], predict the reactants needed to synthesize it. The reactants are: COC[O:4][CH2:5][C:6]1[N:7]=[C:8]([C:13]2[CH:18]=[CH:17][CH:16]=[CH:15][CH:14]=2)[O:9][C:10]=1[CH:11]=[O:12].Cl.O1CCCC1. (3) Given the product [CH3:26][S:25][C:22]1[N:23]=[CH:24][C:19]2[CH:17]=[CH:11][C:12](=[O:13])[N:27]([C:28]3[CH:29]=[C:30]([NH:34][C:35](=[O:41])[O:36][C:37]([CH3:40])([CH3:39])[CH3:38])[CH:31]=[CH:32][CH:33]=3)[C:20]=2[N:21]=1, predict the reactants needed to synthesize it. The reactants are: [Li+].C[Si]([N-][Si](C)(C)C)(C)C.[CH3:11][CH2:12][O:13]C(C)=O.[CH:17]([C:19]1[C:20]([NH:27][C:28]2[CH:29]=[C:30]([NH:34][C:35](=[O:41])[O:36][C:37]([CH3:40])([CH3:39])[CH3:38])[CH:31]=[CH:32][CH:33]=2)=[N:21][C:22]([S:25][CH3:26])=[N:23][CH:24]=1)=O. (4) Given the product [Br:1][C:2]1[CH:3]=[C:4]2[C:8](=[CH:9][CH:10]=1)[N:7]([CH3:11])[N:6]=[C:5]2[NH:12][S:14]([CH3:13])(=[O:16])=[O:15], predict the reactants needed to synthesize it. The reactants are: [Br:1][C:2]1[CH:3]=[C:4]2[C:8](=[CH:9][CH:10]=1)[N:7]([CH3:11])[N:6]=[C:5]2[NH2:12].[CH3:13][S:14](Cl)(=[O:16])=[O:15]. (5) Given the product [NH:13]1[C:14]2[C:10](=[CH:9][CH:8]=[C:7]([N:1]3[CH2:6][CH2:5][N:4]([C:27]4[C:22]5[N:21]([C:28]([CH3:30])=[CH2:29])[C:20](=[O:31])[N:19]([CH2:18][CH3:17])[C:23]=5[CH:24]=[CH:25][CH:26]=4)[CH2:3][CH2:2]3)[CH:15]=2)[CH:11]=[CH:12]1, predict the reactants needed to synthesize it. The reactants are: [N:1]1([C:7]2[CH:15]=[C:14]3[C:10]([CH:11]=[CH:12][NH:13]3)=[CH:9][CH:8]=2)[CH2:6][CH2:5][NH:4][CH2:3][CH2:2]1.Cl[CH2:17][CH2:18][N:19]1[C:23]2[CH:24]=[CH:25][CH:26]=[CH:27][C:22]=2[N:21]([C:28]([CH3:30])=[CH2:29])[C:20]1=[O:31]. (6) Given the product [CH2:3]([O:5][CH2:6][CH2:7][O:8][C:9]1[CH:17]=[C:16]2[C:12]([CH:13]=[CH:14][NH:15]2)=[CH:11][C:10]=1[O:18][C:19]1[CH:24]=[CH:23][N:22]=[C:21]([NH2:25])[CH:20]=1)[CH3:4], predict the reactants needed to synthesize it. The reactants are: [OH-].[Na+].[CH2:3]([O:5][CH2:6][CH2:7][O:8][C:9]1[CH:17]=[C:16]2[C:12]([CH:13]=[CH:14][NH:15]2)=[CH:11][C:10]=1[O:18][C:19]1[CH:24]=[CH:23][N:22]=[C:21]([NH:25]C(=O)C)[CH:20]=1)[CH3:4].